Task: Binary Classification. Given a T-cell receptor sequence (or CDR3 region) and an epitope sequence, predict whether binding occurs between them.. Dataset: TCR-epitope binding with 47,182 pairs between 192 epitopes and 23,139 TCRs (1) The epitope is KLVALGINAV. The TCR CDR3 sequence is CASSFQGSSGNTIYF. Result: 0 (the TCR does not bind to the epitope). (2) The epitope is FLNGSCGSV. The TCR CDR3 sequence is CATSSAKGAGIYGYTF. Result: 0 (the TCR does not bind to the epitope). (3) Result: 1 (the TCR binds to the epitope). The TCR CDR3 sequence is CASSEAAAAIYEQYF. The epitope is YFPLQSYGF. (4) The TCR CDR3 sequence is CASSSSMESGNTIYF. The epitope is FLYNLLTRV. Result: 0 (the TCR does not bind to the epitope). (5) The epitope is EIYKRWII. The TCR CDR3 sequence is CASSADGSFYEQYF. Result: 1 (the TCR binds to the epitope). (6) The epitope is NYSGVVTTVMF. The TCR CDR3 sequence is CASSPNGDRVFDQPQHF. Result: 0 (the TCR does not bind to the epitope). (7) The epitope is HPVGEADYFEY. The TCR CDR3 sequence is CASSEEVEAFF. Result: 0 (the TCR does not bind to the epitope). (8) The epitope is LLQTGIHVRVSQPSL. The TCR CDR3 sequence is CASSSPGYGYTF. Result: 1 (the TCR binds to the epitope).